From a dataset of Forward reaction prediction with 1.9M reactions from USPTO patents (1976-2016). Predict the product of the given reaction. Given the reactants [N+:1]([C:4]1[CH:5]=[C:6]([CH2:10][CH2:11]OS(C)(=O)=O)[CH:7]=[CH:8][CH:9]=1)([O-:3])=[O:2].C(=O)([O-])[O-].[Cs+].[Cs+].C(OC([N:30]1[CH2:35][CH2:34][NH:33][CH2:32][CH2:31]1)=O)(C)(C)C, predict the reaction product. The product is: [N+:1]([C:4]1[CH:5]=[C:6]([CH2:10][CH2:11][N:30]2[CH2:35][CH2:34][NH:33][CH2:32][CH2:31]2)[CH:7]=[CH:8][CH:9]=1)([O-:3])=[O:2].